From a dataset of Full USPTO retrosynthesis dataset with 1.9M reactions from patents (1976-2016). Predict the reactants needed to synthesize the given product. (1) The reactants are: S(Cl)([Cl:3])=O.CN(C)C=O.[F:10][C:11]([F:27])([F:26])[C:12]1[CH:17]=[CH:16][C:15]([C:18]2[CH:19]=[C:20]([CH2:24]O)[CH:21]=[N:22][CH:23]=2)=[CH:14][CH:13]=1. Given the product [Cl:3][CH2:24][C:20]1[CH:21]=[N:22][CH:23]=[C:18]([C:15]2[CH:16]=[CH:17][C:12]([C:11]([F:27])([F:26])[F:10])=[CH:13][CH:14]=2)[CH:19]=1, predict the reactants needed to synthesize it. (2) Given the product [Br:18][C:19]1[S:23][C:22]([C:24]2[N:1]=[C:2]3[CH:7]=[N:6][CH:5]=[CH:4][N:3]3[C:17]=2[NH:16][CH:14]([C:8]2[CH:13]=[CH:12][CH:11]=[CH:10][CH:9]=2)[CH3:15])=[CH:21][CH:20]=1, predict the reactants needed to synthesize it. The reactants are: [NH2:1][C:2]1[CH:7]=[N:6][CH:5]=[CH:4][N:3]=1.[C:8]1([CH:14]([N+:16]#[C-:17])[CH3:15])[CH:13]=[CH:12][CH:11]=[CH:10][CH:9]=1.[Br:18][C:19]1[S:23][C:22]([CH:24]=O)=[CH:21][CH:20]=1.Cl(O)(=O)(=O)=O.C(=O)([O-])[O-].[Na+].[Na+]. (3) Given the product [C:8](/[CH:7]=[CH:6]/[C:5]1[CH:4]=[CH:3][C:2]([NH:1][C:14]2[C:15](=[O:27])[NH:16][C:17](=[O:26])[C:18]=2[C:19]2[CH:24]=[CH:23][C:22]([Cl:25])=[CH:21][CH:20]=2)=[CH:12][CH:11]=1)([OH:10])=[O:9], predict the reactants needed to synthesize it. The reactants are: [NH2:1][C:2]1[CH:12]=[CH:11][C:5](/[CH:6]=[CH:7]/[C:8]([OH:10])=[O:9])=[CH:4][CH:3]=1.Cl[C:14]1[C:15](=[O:27])[NH:16][C:17](=[O:26])[C:18]=1[C:19]1[CH:24]=[CH:23][C:22]([Cl:25])=[CH:21][CH:20]=1.CN1CCCC1=O. (4) Given the product [Cl:16][C:17]1[CH:18]=[CH:19][C:20]([O:31][CH2:32][C:33]2[CH:34]=[CH:35][CH:36]=[CH:37][CH:38]=2)=[C:21]([CH2:23][N:24]2[C:28]([CH3:29])=[CH:27][C:26]([N:30]3[CH2:14][CH2:13][N:5]([CH2:6][C:7]4[CH:8]=[CH:9][CH:10]=[CH:11][CH:12]=4)[C:3](=[O:4])[CH2:2]3)=[N:25]2)[CH:22]=1, predict the reactants needed to synthesize it. The reactants are: Cl[CH2:2][C:3]([N:5]([CH2:13][CH:14]=O)[CH2:6][C:7]1[CH:12]=[CH:11][CH:10]=[CH:9][CH:8]=1)=[O:4].[Cl:16][C:17]1[CH:18]=[CH:19][C:20]([O:31][CH2:32][C:33]2[CH:38]=[CH:37][CH:36]=[CH:35][CH:34]=2)=[C:21]([CH2:23][N:24]2[C:28]([CH3:29])=[CH:27][C:26]([NH2:30])=[N:25]2)[CH:22]=1.C(O[BH-](OC(=O)C)OC(=O)C)(=O)C.[Na+].Cl.C(N(CC)CC)C.